Dataset: NCI-60 drug combinations with 297,098 pairs across 59 cell lines. Task: Regression. Given two drug SMILES strings and cell line genomic features, predict the synergy score measuring deviation from expected non-interaction effect. (1) Drug 1: C1=CC(=CC=C1CCC2=CNC3=C2C(=O)NC(=N3)N)C(=O)NC(CCC(=O)O)C(=O)O. Drug 2: CN(CC1=CN=C2C(=N1)C(=NC(=N2)N)N)C3=CC=C(C=C3)C(=O)NC(CCC(=O)O)C(=O)O. Cell line: CCRF-CEM. Synergy scores: CSS=66.6, Synergy_ZIP=-1.71, Synergy_Bliss=-3.13, Synergy_Loewe=-1.66, Synergy_HSA=1.39. (2) Drug 1: CC1=C(C=C(C=C1)C(=O)NC2=CC(=CC(=C2)C(F)(F)F)N3C=C(N=C3)C)NC4=NC=CC(=N4)C5=CN=CC=C5. Drug 2: B(C(CC(C)C)NC(=O)C(CC1=CC=CC=C1)NC(=O)C2=NC=CN=C2)(O)O. Cell line: HCT116. Synergy scores: CSS=24.3, Synergy_ZIP=2.38, Synergy_Bliss=-2.33, Synergy_Loewe=-42.6, Synergy_HSA=-0.677. (3) Drug 1: CN(C)C1=NC(=NC(=N1)N(C)C)N(C)C. Drug 2: CCC1(C2=C(COC1=O)C(=O)N3CC4=CC5=C(C=CC(=C5CN(C)C)O)N=C4C3=C2)O.Cl. Cell line: NCI-H226. Synergy scores: CSS=27.1, Synergy_ZIP=0.712, Synergy_Bliss=7.19, Synergy_Loewe=-83.6, Synergy_HSA=4.97. (4) Drug 1: C1=CC(=CC=C1CCCC(=O)O)N(CCCl)CCCl. Drug 2: COC1=NC(=NC2=C1N=CN2C3C(C(C(O3)CO)O)O)N. Cell line: SF-295. Synergy scores: CSS=14.2, Synergy_ZIP=1.98, Synergy_Bliss=-0.618, Synergy_Loewe=-17.3, Synergy_HSA=-1.15. (5) Drug 1: CC1=C2C(C(=O)C3(C(CC4C(C3C(C(C2(C)C)(CC1OC(=O)C(C(C5=CC=CC=C5)NC(=O)OC(C)(C)C)O)O)OC(=O)C6=CC=CC=C6)(CO4)OC(=O)C)OC)C)OC. Drug 2: CN1C2=C(C=C(C=C2)N(CCCl)CCCl)N=C1CCCC(=O)O.Cl. Cell line: CCRF-CEM. Synergy scores: CSS=81.3, Synergy_ZIP=16.2, Synergy_Bliss=15.4, Synergy_Loewe=4.48, Synergy_HSA=15.5.